Dataset: Forward reaction prediction with 1.9M reactions from USPTO patents (1976-2016). Task: Predict the product of the given reaction. (1) The product is: [C:1]([O:9][CH2:10][CH2:11][CH2:12][CH2:13][N:19]=[N+:20]=[N-:21])(=[O:8])[C:2]1[CH:7]=[CH:6][CH:5]=[CH:4][CH:3]=1. Given the reactants [C:1]([O:9][CH2:10][CH2:11][CH2:12][CH2:13]OS(C)(=O)=O)(=[O:8])[C:2]1[CH:7]=[CH:6][CH:5]=[CH:4][CH:3]=1.[N-:19]=[N+:20]=[N-:21].[Na+], predict the reaction product. (2) Given the reactants I[C:2]1[CH:11]=[CH:10][C:5]([C:6]([O:8][CH3:9])=[O:7])=[C:4]([O:12][CH:13]([CH3:15])[CH3:14])[CH:3]=1.[F:16][C:17]1[CH:22]=[C:21]([F:23])[CH:20]=[CH:19][C:18]=1B(O)O.C1(P(C2CCCCC2)C2C=CC=CC=2C2C(OC)=CC=CC=2OC)CCCCC1.C(=O)([O-])[O-].[Na+].[Na+], predict the reaction product. The product is: [F:16][C:17]1[CH:22]=[C:21]([F:23])[CH:20]=[CH:19][C:18]=1[C:2]1[CH:11]=[CH:10][C:5]([C:6]([O:8][CH3:9])=[O:7])=[C:4]([O:12][CH:13]([CH3:15])[CH3:14])[CH:3]=1. (3) The product is: [C:33]([C:26]1[CH:27]=[N:28][C:29]2[C:24]([C:25]=1[NH:36][C:37]1[CH:42]=[CH:41][CH:40]=[C:39]([O:43][CH3:44])[CH:38]=1)=[CH:23][C:22]([S:19]([C:15]1[CH:14]=[C:13]([CH:18]=[CH:17][CH:16]=1)[C:11]([NH:10][C:9]1[CH:4]=[CH:5][C:6]([CH2:50][CH2:51][NH:52][C:53](=[O:59])[O:54][C:55]([CH3:58])([CH3:57])[CH3:56])=[CH:7][CH:8]=1)=[O:12])(=[O:21])=[O:20])=[CH:31][C:30]=2[CH3:32])(=[O:34])[NH2:35]. Given the reactants OCC[CH2:4][CH2:5][CH2:6][CH2:7][CH2:8][CH2:9][NH:10][C:11]([C:13]1[CH:14]=[C:15]([S:19]([C:22]2[CH:23]=[C:24]3[C:29](=[C:30]([CH3:32])[CH:31]=2)[N:28]=[CH:27][C:26]([C:33]([NH2:35])=[O:34])=[C:25]3[NH:36][C:37]2[CH:42]=[CH:41][CH:40]=[C:39]([O:43][CH3:44])[CH:38]=2)(=[O:21])=[O:20])[CH:16]=[CH:17][CH:18]=1)=[O:12].NC1C=CC([CH2:50][CH2:51][NH:52][C:53](=[O:59])[O:54][C:55]([CH3:58])([CH3:57])[CH3:56])=CC=1, predict the reaction product. (4) Given the reactants [C:1]1([C:7]2[C:20]3[C:15](=[CH:16][CH:17]=[CH:18][CH:19]=3)[C:14](B(O)O)=[C:13]3[C:8]=2[CH:9]=[CH:10][CH:11]=[CH:12]3)[CH:6]=[CH:5][CH:4]=[CH:3][CH:2]=1.[Br:24][C:25]1[CH:30]=[CH:29][C:28](Br)=[CH:27][CH:26]=1.C(=O)([O-])[O-].[Na+].[Na+], predict the reaction product. The product is: [C:1]1([C:7]2[C:20]3[C:15]([C:14]([C:28]4[CH:29]=[CH:30][C:25]([Br:24])=[CH:26][CH:27]=4)=[C:13]4[C:8]=2[CH:9]=[CH:10][CH:11]=[CH:12]4)=[CH:16][CH:17]=[CH:18][CH:19]=3)[CH:6]=[CH:5][CH:4]=[CH:3][CH:2]=1.